This data is from Reaction yield outcomes from USPTO patents with 853,638 reactions. The task is: Predict the reaction yield, written as a fraction of the theoretical maximum amount of product (1.0 means a 100% yield; for example, 0.34 means a 34% yield). (1) The reactants are C(OC(=O)[NH:7][CH2:8][C@@H:9]([CH3:33])[CH2:10][N:11]1[C:20]2[CH:19]=[CH:18][C:17]([F:21])=[CH:16][C:15]=2[C:14]2=[N:22][N:23](C3CCCCO3)[C:24]([CH3:25])=[C:13]2[C:12]1=[O:32])(C)(C)C.C(Cl)[Cl:36].Cl.O1CCOCC1. The catalyst is CO. The product is [ClH:36].[NH2:7][CH2:8][C@@H:9]([CH3:33])[CH2:10][N:11]1[C:20]2[CH:19]=[CH:18][C:17]([F:21])=[CH:16][C:15]=2[C:14]2=[N:22][NH:23][C:24]([CH3:25])=[C:13]2[C:12]1=[O:32]. The yield is 1.00. (2) The reactants are [H-].[Na+].[C:3]1([CH:9]([CH3:14])[CH2:10][C:11](=[O:13])[CH3:12])[CH:8]=[CH:7][CH:6]=[CH:5][CH:4]=1.[CH2:15]([O:17][C:18](=[O:24])[C:19](OCC)=[O:20])[CH3:16].CC[O-].[Na+]. The catalyst is CCO. The product is [CH2:15]([O:17][C:18](=[O:24])[C:19](=[O:20])[CH2:12][C:11](=[O:13])[CH2:10][CH:9]([C:3]1[CH:8]=[CH:7][CH:6]=[CH:5][CH:4]=1)[CH3:14])[CH3:16]. The yield is 0.426. (3) The reactants are [BH4-].[Na+].[C:3]([O:7][C:8]([N:10]1[CH2:13][CH:12]([C:14](=[O:18])[CH:15]([CH3:17])[CH3:16])[CH2:11]1)=[O:9])([CH3:6])([CH3:5])[CH3:4].C(=O)([O-])O. The catalyst is C(O)C. The product is [C:3]([O:7][C:8]([N:10]1[CH2:11][CH:12]([CH:14]([OH:18])[CH:15]([CH3:16])[CH3:17])[CH2:13]1)=[O:9])([CH3:6])([CH3:5])[CH3:4]. The yield is 0.880. (4) The reactants are [S:1](=[O:32])(=[O:31])([O:3][CH2:4][C@@H:5]1[CH2:9][C@@H:8]([O:10][C:11]2[CH:16]=[C:15]([NH:17][C@@H:18]3[C:26]4[C:21](=[CH:22][C:23]([Cl:27])=[CH:24][CH:25]=4)[CH2:20][C@@H:19]3[O:28][CH3:29])[N:14]=[CH:13][N:12]=2)[CH2:7][C@@H:6]1[OH:30])[NH2:2].C(#N)C.Cl. The catalyst is C(OCC)C. The product is [ClH:27].[S:1](=[O:31])(=[O:32])([O:3][CH2:4][C@@H:5]1[CH2:9][C@@H:8]([O:10][C:11]2[CH:16]=[C:15]([NH:17][C@@H:18]3[C:26]4[C:21](=[CH:22][C:23]([Cl:27])=[CH:24][CH:25]=4)[CH2:20][C@@H:19]3[O:28][CH3:29])[N:14]=[CH:13][N:12]=2)[CH2:7][C@@H:6]1[OH:30])[NH2:2]. The yield is 0.800. (5) The reactants are [N:1]1[N:5]2[CH:6]=[CH:7][CH:8]=[N:9][C:4]2=[C:3]([C:10]2[CH:20]=[CH:19][C:13]([C:14]([O:16]CC)=[O:15])=[CH:12][CH:11]=2)[CH:2]=1.[OH-].[Na+]. The catalyst is CO. The yield is 0.990. The product is [N:1]1[N:5]2[CH:6]=[CH:7][CH:8]=[N:9][C:4]2=[C:3]([C:10]2[CH:20]=[CH:19][C:13]([C:14]([OH:16])=[O:15])=[CH:12][CH:11]=2)[CH:2]=1.